Dataset: Full USPTO retrosynthesis dataset with 1.9M reactions from patents (1976-2016). Task: Predict the reactants needed to synthesize the given product. Given the product [CH3:1][O:2][C:3](=[O:23])[C:4]1[CH:9]=[CH:8][C:7]([Cl:10])=[C:6]([NH:11][C:12](=[S:33])[CH2:13][O:14][CH2:15][C:16]2[CH:21]=[CH:20][CH:19]=[CH:18][CH:17]=2)[CH:5]=1, predict the reactants needed to synthesize it. The reactants are: [CH3:1][O:2][C:3](=[O:23])[C:4]1[CH:9]=[CH:8][C:7]([Cl:10])=[C:6]([NH:11][C:12](=O)[CH2:13][O:14][CH2:15][C:16]2[CH:21]=[CH:20][CH:19]=[CH:18][CH:17]=2)[CH:5]=1.COC1C=CC(P2(SP(C3C=CC(OC)=CC=3)(=S)S2)=[S:33])=CC=1.